Dataset: Full USPTO retrosynthesis dataset with 1.9M reactions from patents (1976-2016). Task: Predict the reactants needed to synthesize the given product. (1) The reactants are: Cl[C:2]1[C:7]([CH2:8][CH2:9][O:10]C(=O)C)=[C:6]([CH2:14][N:15]2[CH:19]=[CH:18][N:17]=[C:16]2[C:20]2[C:25]([F:26])=[CH:24][CH:23]=[CH:22][N:21]=2)[N:5]=[CH:4][N:3]=1.O.[NH2:28][NH2:29]. Given the product [F:26][C:25]1[C:20]([C:16]2[N:15]([CH2:14][C:6]3[C:7]([CH2:8][CH2:9][OH:10])=[C:2]([NH:28][NH2:29])[N:3]=[CH:4][N:5]=3)[CH:19]=[CH:18][N:17]=2)=[N:21][CH:22]=[CH:23][CH:24]=1, predict the reactants needed to synthesize it. (2) Given the product [CH2:1]([O:8][C:9](=[O:22])[NH:10][CH:11]([C:13]1[N:14]=[C:15]2[CH:20]=[N:19][CH:18]=[CH:17][N:16]2[C:21]=1[I:30])[CH3:12])[C:2]1[CH:7]=[CH:6][CH:5]=[CH:4][CH:3]=1, predict the reactants needed to synthesize it. The reactants are: [CH2:1]([O:8][C:9](=[O:22])[NH:10][CH:11]([C:13]1[N:14]=[C:15]2[CH:20]=[N:19][CH:18]=[CH:17][N:16]2[CH:21]=1)[CH3:12])[C:2]1[CH:7]=[CH:6][CH:5]=[CH:4][CH:3]=1.C1C(=O)N([I:30])C(=O)C1. (3) Given the product [NH2:24][C:22]1[CH:21]=[N:20][N:19]([C:17]2[N:16]=[C:15]3[C:11]([N:12]=[CH:13][N:14]3[C@@H:27]3[CH2:31][C@H:30]([NH:32][C:33](=[O:36])[CH2:34][OH:35])[C@@H:29]([OH:37])[C@H:28]3[OH:38])=[C:10]([NH:9][CH2:8][CH:7]([C:39]3[CH:40]=[CH:41][CH:42]=[CH:43][CH:44]=3)[C:1]3[CH:2]=[CH:3][CH:4]=[CH:5][CH:6]=3)[N:18]=2)[CH:23]=1, predict the reactants needed to synthesize it. The reactants are: [C:1]1([CH:7]([C:39]2[CH:44]=[CH:43][CH:42]=[CH:41][CH:40]=2)[CH2:8][NH:9][C:10]2[N:18]=[C:17]([N:19]3[CH:23]=[C:22]([N+:24]([O-])=O)[CH:21]=[N:20]3)[N:16]=[C:15]3[C:11]=2[N:12]=[CH:13][N:14]3[C@@H:27]2[CH2:31][C@H:30]([NH:32][C:33](=[O:36])[CH2:34][OH:35])[C@@H:29]([OH:37])[C@H:28]2[OH:38])[CH:6]=[CH:5][CH:4]=[CH:3][CH:2]=1.O.NN. (4) Given the product [CH3:9][C:10]1[C:11]2[N:12]([N:17]=[C:18]([C:20]3[N:1]=[C:2]4[CH:7]=[CH:6][C:5]([F:8])=[CH:4][N:3]4[C:22](=[O:23])[CH:21]=3)[CH:19]=2)[CH:13]=[C:14]([CH3:16])[N:15]=1, predict the reactants needed to synthesize it. The reactants are: [NH2:1][C:2]1[CH:7]=[CH:6][C:5]([F:8])=[CH:4][N:3]=1.[CH3:9][C:10]1[C:11]2[N:12]([N:17]=[C:18]([C:20](=O)[CH2:21][C:22](OCC)=[O:23])[CH:19]=2)[CH:13]=[C:14]([CH3:16])[N:15]=1. (5) Given the product [CH3:1][O:2][C:3]1[CH:4]=[C:5]([CH:11]2[CH2:16][CH:15]([C:17]([F:18])([F:19])[F:20])[N:14]3[N:21]=[C:22]([C:24]4[CH:25]=[CH:26][C:27]([C:30]([N:69]5[CH2:68][CH2:67][N:66]([C:72]([O:74][C:75]([CH3:78])([CH3:77])[CH3:76])=[O:73])[CH2:71][CH2:70]5)=[O:32])=[N:28][CH:29]=4)[CH:23]=[C:13]3[NH:12]2)[CH:6]=[CH:7][C:8]=1[O:9][CH3:10], predict the reactants needed to synthesize it. The reactants are: [CH3:1][O:2][C:3]1[CH:4]=[C:5]([CH:11]2[CH2:16][CH:15]([C:17]([F:20])([F:19])[F:18])[N:14]3[N:21]=[C:22]([C:24]4[CH:25]=[CH:26][C:27]([C:30]([OH:32])=O)=[N:28][CH:29]=4)[CH:23]=[C:13]3[NH:12]2)[CH:6]=[CH:7][C:8]=1[O:9][CH3:10].C(N(CC)C(C)C)(C)C.CN(C(ON1N=NC2C=CC=NC1=2)=[N+](C)C)C.F[P-](F)(F)(F)(F)F.[N:66]1([C:72]([O:74][C:75]([CH3:78])([CH3:77])[CH3:76])=[O:73])[CH2:71][CH2:70][NH:69][CH2:68][CH2:67]1. (6) Given the product [CH2:2]([O:4][C:5]1[CH:10]=[CH:9][CH:8]=[CH:7][C:6]=1[N:11]1[C:6]([NH2:11])=[CH:5][C:10]([CH3:9])=[N:12]1)[CH3:3], predict the reactants needed to synthesize it. The reactants are: Cl.[CH2:2]([O:4][C:5]1[CH:10]=[CH:9][CH:8]=[CH:7][C:6]=1[NH:11][NH2:12])[CH3:3].[OH-].[Na+].